This data is from Full USPTO retrosynthesis dataset with 1.9M reactions from patents (1976-2016). The task is: Predict the reactants needed to synthesize the given product. (1) Given the product [CH3:39][NH:40][C:2]1[N:7]=[C:6]([C:8]2[CH:9]=[CH:10][CH:11]=[CH:12][CH:13]=2)[N:5]=[C:4]([N:14]2[CH2:23][CH2:22][C:21]3[C:16](=[CH:17][CH:18]=[C:19]([C:24]([NH:26][CH2:27][C:28]4[CH:33]=[CH:32][CH:31]=[CH:30][C:29]=4[O:34][C:35]([F:38])([F:37])[F:36])=[O:25])[CH:20]=3)[CH2:15]2)[N:3]=1, predict the reactants needed to synthesize it. The reactants are: Cl[C:2]1[N:7]=[C:6]([C:8]2[CH:13]=[CH:12][CH:11]=[CH:10][CH:9]=2)[N:5]=[C:4]([N:14]2[CH2:23][CH2:22][C:21]3[C:16](=[CH:17][CH:18]=[C:19]([C:24]([NH:26][CH2:27][C:28]4[CH:33]=[CH:32][CH:31]=[CH:30][C:29]=4[O:34][C:35]([F:38])([F:37])[F:36])=[O:25])[CH:20]=3)[CH2:15]2)[N:3]=1.[CH3:39][NH2:40]. (2) Given the product [F:1][C:2]1[CH:3]=[C:4]([C:8]2[S:9][C:10]([N:14]([CH3:25])[C:15](=[O:21])[O:16][C:17]([CH3:18])([CH3:20])[CH3:19])=[C:11]([I:13])[N:12]=2)[CH:5]=[N:6][CH:7]=1, predict the reactants needed to synthesize it. The reactants are: [F:1][C:2]1[CH:3]=[C:4]([C:8]2[S:9][C:10]([NH:14][C:15](=[O:21])[O:16][C:17]([CH3:20])([CH3:19])[CH3:18])=[C:11]([I:13])[N:12]=2)[CH:5]=[N:6][CH:7]=1.[H-].[Na+].I[CH3:25]. (3) Given the product [ClH:30].[Br:1][C:2]1[C:3]2[C:7]([CH:8]=[C:9]([F:11])[CH:10]=1)=[N:6][N:5]1[C:12]([CH:17]3[CH2:22][CH2:21][NH:20][CH2:19][CH2:18]3)=[CH:13][C:14](=[O:16])[NH:15][C:4]=21, predict the reactants needed to synthesize it. The reactants are: [Br:1][C:2]1[C:3]2[C:7]([CH:8]=[C:9]([F:11])[CH:10]=1)=[N:6][N:5]1[C:12]([CH:17]3[CH2:22][CH2:21][N:20](C(OC(C)(C)C)=O)[CH2:19][CH2:18]3)=[CH:13][C:14](=[O:16])[NH:15][C:4]=21.[ClH:30]. (4) Given the product [CH3:1][C:2]1([CH3:10])[O:7][CH2:6][CH:5]([CH2:8][O:9][C:14]2[CH:19]=[CH:18][N+:17]([O-:20])=[C:16]([CH3:21])[C:15]=2[CH3:22])[CH2:4][O:3]1, predict the reactants needed to synthesize it. The reactants are: [CH3:1][C:2]1([CH3:10])[O:7][CH2:6][CH:5]([CH2:8][OH:9])[CH2:4][O:3]1.[H-].[Na+].Cl[C:14]1[CH:19]=[CH:18][N+:17]([O-:20])=[C:16]([CH3:21])[C:15]=1[CH3:22]. (5) The reactants are: [N:1]1([N:7]=[C:8]2[CH:13]=[CH:12][C:11]([NH:14][C:15](=[O:35])[CH:16]([C:28]3[CH:33]=[CH:32][CH:31]=[CH:30][C:29]=3[F:34])[NH:17][C:18]([NH:20][C:21]3[CH:26]=[CH:25][C:24]([Cl:27])=[CH:23][CH:22]=3)=[O:19])=[CH:10][CH2:9]2)[CH2:6]CCC[CH2:2]1.CNC.CC(O)=O. Given the product [CH3:6][N:1]([N:7]=[C:8]1[CH:9]=[CH:10][C:11]([NH:14][C:15](=[O:35])[CH:16]([C:28]2[CH:33]=[CH:32][CH:31]=[CH:30][C:29]=2[F:34])[NH:17][C:18]([NH:20][C:21]2[CH:26]=[CH:25][C:24]([Cl:27])=[CH:23][CH:22]=2)=[O:19])=[CH:12][CH2:13]1)[CH3:2], predict the reactants needed to synthesize it. (6) Given the product [F:1][CH:2]([CH3:14])[CH2:3][O:4][C:5]1[C:10]([NH2:11])=[CH:9][CH:8]=[CH:7][N:6]=1, predict the reactants needed to synthesize it. The reactants are: [F:1][CH:2]([CH3:14])[CH2:3][O:4][C:5]1[C:10]([N+:11]([O-])=O)=[CH:9][CH:8]=[CH:7][N:6]=1. (7) Given the product [F:1][C:2]1[CH:3]=[CH:4][CH:5]=[C:6]2[C:10]=1[NH:9][C:8]([C:11]([N:42]1[CH2:43][CH2:44][CH2:45][C@@H:40]([C:31]3[C:32]([N:34]([CH3:39])[S:35]([CH3:38])(=[O:36])=[O:37])=[CH:33][C:23]4[O:22][C:21]([C:18]5[CH:17]=[CH:16][C:15]([F:14])=[CH:20][CH:19]=5)=[C:25]([C:26]([NH:28][CH3:29])=[O:27])[C:24]=4[CH:30]=3)[CH2:41]1)=[O:13])=[CH:7]2, predict the reactants needed to synthesize it. The reactants are: [F:1][C:2]1[CH:3]=[CH:4][CH:5]=[C:6]2[C:10]=1[NH:9][C:8]([C:11]([OH:13])=O)=[CH:7]2.[F:14][C:15]1[CH:20]=[CH:19][C:18]([C:21]2[O:22][C:23]3[CH:33]=[C:32]([N:34]([CH3:39])[S:35]([CH3:38])(=[O:37])=[O:36])[C:31]([C@@H:40]4[CH2:45][CH2:44][CH2:43][NH:42][CH2:41]4)=[CH:30][C:24]=3[C:25]=2[C:26]([NH:28][CH3:29])=[O:27])=[CH:17][CH:16]=1.C(N(CC)C(C)C)(C)C.C(P1(=O)OP(=O)(CCC)OP(=O)(CCC)O1)CC. (8) Given the product [Br:1][C:2]1[C:11]2[C:6](=[CH:7][CH:8]=[CH:9][CH:10]=2)[C:5]([S:12]([CH2:13][C:14]([OH:31])([CH3:30])[C:15]([NH:17][C:18]2[CH:23]=[CH:22][C:21]([C:24]#[N:25])=[C:20]([C:26]([F:27])([F:28])[F:29])[CH:19]=2)=[O:16])(=[O:37])=[O:47])=[CH:4][CH:3]=1, predict the reactants needed to synthesize it. The reactants are: [Br:1][C:2]1[C:11]2[C:6](=[CH:7][CH:8]=[CH:9][CH:10]=2)[C:5]([S:12][CH2:13][C:14]([OH:31])([CH3:30])[C:15]([NH:17][C:18]2[CH:23]=[CH:22][C:21]([C:24]#[N:25])=[C:20]([C:26]([F:29])([F:28])[F:27])[CH:19]=2)=[O:16])=[CH:4][CH:3]=1.OO.FC(F)(F)C(OC(=O)C(F)(F)F)=[O:37].[OH2:47].